Dataset: Full USPTO retrosynthesis dataset with 1.9M reactions from patents (1976-2016). Task: Predict the reactants needed to synthesize the given product. Given the product [CH3:13][O:14][C:15]1[CH:16]=[C:17]([NH:27][C:28]2[S:29][CH:2]=[C:3]([C:5]3[CH:10]=[CH:9][CH:8]=[C:7]([O:11][CH3:12])[CH:6]=3)[N:30]=2)[CH:18]=[CH:19][C:20]=1[N:21]1[CH:25]=[C:24]([CH3:26])[N:23]=[CH:22]1, predict the reactants needed to synthesize it. The reactants are: Br[CH2:2][C:3]([C:5]1[CH:10]=[CH:9][CH:8]=[C:7]([O:11][CH3:12])[CH:6]=1)=O.[CH3:13][O:14][C:15]1[CH:16]=[C:17]([NH:27][C:28]([NH2:30])=[S:29])[CH:18]=[CH:19][C:20]=1[N:21]1[CH:25]=[C:24]([CH3:26])[N:23]=[CH:22]1.C(OCC)C.